This data is from Forward reaction prediction with 1.9M reactions from USPTO patents (1976-2016). The task is: Predict the product of the given reaction. (1) Given the reactants [O:1]1CCO[CH:2]1[CH2:6][N:7]1[C:16]2[C:11](=[CH:12][CH:13]=[CH:14][CH:15]=2)[C:10]([CH3:17])=[CH:9][C:8]1=[O:18].C(=O)([O-])O.[Na+], predict the reaction product. The product is: [CH3:17][C:10]1[C:11]2[C:16](=[CH:15][CH:14]=[CH:13][CH:12]=2)[N:7]([CH2:6][CH:2]=[O:1])[C:8](=[O:18])[CH:9]=1. (2) The product is: [OH:1][CH2:2][CH:3]([C:10]1[N:15]=[C:14]([NH:16][C:17]2[S:21][C:20]([C:22]3[CH:23]=[N:24][C:25]([N:28]4[CH2:33][CH2:32][O:31][CH2:30][CH2:29]4)=[CH:26][CH:27]=3)=[N:19][C:18]=2[C:34]([NH2:38])=[O:36])[CH:13]=[CH:12][CH:11]=1)[N:4]1[CH2:9][CH2:8][O:7][CH2:6][CH2:5]1. Given the reactants [OH:1][CH2:2][CH:3]([C:10]1[N:15]=[C:14]([NH:16][C:17]2[S:21][C:20]([C:22]3[CH:23]=[N:24][C:25]([N:28]4[CH2:33][CH2:32][O:31][CH2:30][CH2:29]4)=[CH:26][CH:27]=3)=[N:19][C:18]=2[C:34]([OH:36])=O)[CH:13]=[CH:12][CH:11]=1)[N:4]1[CH2:9][CH2:8][O:7][CH2:6][CH2:5]1.O[N:38]1C2C=CC=CC=2N=N1.Cl.C(N=C=NCCCN(C)C)C.[Cl-].[NH4+].C(N(C(C)C)CC)(C)C, predict the reaction product. (3) Given the reactants [NH2:1][C:2]1[CH:3]=[C:4]([NH:12][C:13]2[N:18]=[C:17]([NH:19][C:20]3[CH:29]=[CH:28][CH:27]=[CH:26][C:21]=3[C:22]([NH:24][CH3:25])=[O:23])[C:16]([Cl:30])=[CH:15][N:14]=2)[CH:5]=[C:6]([C:8]([F:11])([F:10])[F:9])[CH:7]=1.CCN(C(C)C)C(C)C.[C:40](Cl)(=[O:43])[CH:41]=[CH2:42], predict the reaction product. The product is: [C:40]([NH:1][C:2]1[CH:3]=[C:4]([NH:12][C:13]2[N:18]=[C:17]([NH:19][C:20]3[CH:29]=[CH:28][CH:27]=[CH:26][C:21]=3[C:22]([NH:24][CH3:25])=[O:23])[C:16]([Cl:30])=[CH:15][N:14]=2)[CH:5]=[C:6]([C:8]([F:11])([F:10])[F:9])[CH:7]=1)(=[O:43])[CH:41]=[CH2:42]. (4) Given the reactants [C:1]([C:3]1[CH:4]=[N:5][N:6]([CH3:8])[CH:7]=1)#[CH:2].[Br:9][C:10]1[CH:15]=[C:14]([NH:16][S:17]([CH3:20])(=[O:19])=[O:18])[C:13](I)=[CH:12][N:11]=1.C(N(CC)CC)C, predict the reaction product. The product is: [Br:9][C:10]1[N:11]=[CH:12][C:13]2[CH:2]=[C:1]([C:3]3[CH:4]=[N:5][N:6]([CH3:8])[CH:7]=3)[N:16]([S:17]([CH3:20])(=[O:19])=[O:18])[C:14]=2[CH:15]=1. (5) The product is: [F:16][C:17]([F:33])([F:34])[C:18](=[CH2:32])[C:19]([O:21][C:22]12[CH2:31][CH:26]3[CH2:25][CH:24]([CH2:30][CH:28]([CH2:27]3)[CH2:29]1)[CH2:23]2)=[O:20].[C:1]([O:5][CH:6]1[CH:13]2[CH:9]3[CH:10]([CH2:15][CH:7]1[CH2:8]3)[C:11](=[O:14])[O:12]2)(=[O:4])[CH:2]=[CH2:3]. Given the reactants [C:1]([O:5][CH:6]1[CH:13]2[CH:9]3[CH:10]([CH2:15][CH:7]1[CH2:8]3)[C:11](=[O:14])[O:12]2)(=[O:4])[CH:2]=[CH2:3].[F:16][C:17]([F:34])([F:33])[C:18](=[CH2:32])[C:19]([O:21][C:22]12[CH2:31][CH:26]3[CH2:27][CH:28]([CH2:30][CH:24]([CH2:25]3)[CH2:23]1)[CH2:29]2)=[O:20], predict the reaction product. (6) Given the reactants [Cl:1][C:2]1[C:11]([CH:12]=O)=[CH:10][C:9]2[C:4](=[CH:5][C:6]([F:15])=[C:7]([Cl:14])[CH:8]=2)[N:3]=1.[CH3:16][C:17]([S:20]([NH2:22])=[O:21])([CH3:19])[CH3:18], predict the reaction product. The product is: [Cl:1][C:2]1[C:11]([CH:12]=[N:22][S:20]([C:17]([CH3:19])([CH3:18])[CH3:16])=[O:21])=[CH:10][C:9]2[C:4](=[CH:5][C:6]([F:15])=[C:7]([Cl:14])[CH:8]=2)[N:3]=1. (7) Given the reactants [Cl-].[Li+].[B:12]1([B:12]2[O:16][C:15]([CH3:18])([CH3:17])[C:14]([CH3:20])([CH3:19])[O:13]2)[O:16][C:15]([CH3:18])([CH3:17])[C:14]([CH3:20])([CH3:19])[O:13]1.C([O-])(=O)C.[K+].[CH2:26]([O:29][CH2:30][CH2:31][C:32]#[CH:33])[CH:27]=[CH2:28], predict the reaction product. The product is: [CH2:26]([O:29][CH2:30][CH2:31][C:32]([B:12]1[O:13][C:14]([CH3:19])([CH3:20])[C:15]([CH3:17])([CH3:18])[O:16]1)=[CH2:33])[CH:27]=[CH2:28]. (8) The product is: [CH3:5][C:4]([C:6]1[S:7][CH:8]=[CH:9][CH:10]=1)([CH3:11])[CH2:3][OH:2]. Given the reactants C[O:2][C:3](=O)[C:4]([CH3:11])([C:6]1[S:7][CH:8]=[CH:9][CH:10]=1)[CH3:5].C([Al]CC(C)C)C(C)C.C1(C)C=CC=CC=1, predict the reaction product.